From a dataset of Full USPTO retrosynthesis dataset with 1.9M reactions from patents (1976-2016). Predict the reactants needed to synthesize the given product. Given the product [ClH:35].[ClH:35].[CH3:25][C:26]1[CH:31]=[CH:30][CH:29]=[CH:28][C:27]=1[S:32]([NH:24][C:17]1[CH:16]=[C:15]([CH2:14][N:11]2[CH2:10][CH2:9][NH:8][CH2:13][CH2:12]2)[C:23]2[O:22][CH:21]=[CH:20][C:19]=2[CH:18]=1)(=[O:34])=[O:33], predict the reactants needed to synthesize it. The reactants are: C(OC([N:8]1[CH2:13][CH2:12][N:11]([CH2:14][C:15]2[C:23]3[O:22][CH:21]=[CH:20][C:19]=3[CH:18]=[C:17]([NH2:24])[CH:16]=2)[CH2:10][CH2:9]1)=O)(C)(C)C.[CH3:25][C:26]1[CH:31]=[CH:30][CH:29]=[CH:28][C:27]=1[S:32]([Cl:35])(=[O:34])=[O:33].